This data is from Full USPTO retrosynthesis dataset with 1.9M reactions from patents (1976-2016). The task is: Predict the reactants needed to synthesize the given product. (1) Given the product [CH3:1][O:2][C:3](=[O:15])[C:4]1[CH:5]=[C:6]([O:13][CH3:14])[CH:7]=[C:8]([NH2:10])[CH:9]=1, predict the reactants needed to synthesize it. The reactants are: [CH3:1][O:2][C:3](=[O:15])[C:4]1[CH:9]=[C:8]([N+:10]([O-])=O)[CH:7]=[C:6]([O:13][CH3:14])[CH:5]=1. (2) The reactants are: [F:1][C:2]1[CH:7]=[CH:6][CH:5]=[CH:4][C:3]=1[N:8]=[C:9]=[O:10].[CH2:11]([O:13][C:14]([C:16]1([CH2:21][O:22][C:23]2[CH:28]=[CH:27][C:26]([C:29]3[CH:34]=[CH:33][C:32]([F:35])=[CH:31][CH:30]=3)=[CH:25][CH:24]=2)[CH2:20][CH2:19][NH:18][CH2:17]1)=[O:15])[CH3:12]. Given the product [CH2:11]([O:13][C:14]([C:16]1([CH2:21][O:22][C:23]2[CH:28]=[CH:27][C:26]([C:29]3[CH:30]=[CH:31][C:32]([F:35])=[CH:33][CH:34]=3)=[CH:25][CH:24]=2)[CH2:20][CH2:19][N:18]([C:9](=[O:10])[NH:8][C:3]2[CH:4]=[CH:5][CH:6]=[CH:7][C:2]=2[F:1])[CH2:17]1)=[O:15])[CH3:12], predict the reactants needed to synthesize it. (3) Given the product [CH:1]1[CH:2]=[CH:3][C:4]2[S:15][C:14]3[CH:13]=[CH:12][CH:11]=[CH:10][C:9]=3[N:8]=[C:7]([N:16]3[CH2:21][CH2:20][N:19]([CH2:22][CH2:23][O:24][CH2:25][CH2:26][OH:27])[CH2:18][CH2:17]3)[C:5]=2[CH:6]=1.[ClH:38], predict the reactants needed to synthesize it. The reactants are: [CH:1]1[CH:2]=[CH:3][C:4]2[S:15][C:14]3[CH:13]=[CH:12][CH:11]=[CH:10][C:9]=3[N:8]=[C:7]([N:16]3[CH2:21][CH2:20][N:19]([CH2:22][CH2:23][O:24][CH2:25][CH2:26][OH:27])[CH2:18][CH2:17]3)[C:5]=2[CH:6]=1.C(/C(O)=O)=C\C(O)=O.O.N.[ClH:38]. (4) Given the product [N:23]1[CH:28]=[CH:27][CH:26]=[CH:25][C:24]=1[CH2:29][N:1]1[C:9]2[C:4](=[N:5][CH:6]=[CH:7][CH:8]=2)[C:3]2([C:13]3=[CH:14][C:15]4[O:16][CH2:17][CH2:18][O:19][C:20]=4[CH:21]=[C:12]3[O:11][CH2:10]2)[C:2]1=[O:22], predict the reactants needed to synthesize it. The reactants are: [NH:1]1[C:9]2[C:4](=[N:5][CH:6]=[CH:7][CH:8]=2)[C:3]2([C:13]3=[CH:14][C:15]4[O:16][CH2:17][CH2:18][O:19][C:20]=4[CH:21]=[C:12]3[O:11][CH2:10]2)[C:2]1=[O:22].[N:23]1[CH:28]=[CH:27][CH:26]=[CH:25][C:24]=1[CH2:29]O.C(P(CCCC)CCCC)CCC.N(C(OCC)=O)=NC(OCC)=O.Cl. (5) The reactants are: [O:1]1[CH2:6][CH:5]=[C:4]([C:7]2[N:12]=[C:11]([N:13]3[CH2:18][CH2:17][O:16][CH2:15][CH2:14]3)[N:10]=[C:9]([C:19]3[CH:24]=[CH:23][C:22]([NH:25][C:26]([NH:28][C:29]4[CH:34]=[CH:33][N:32]=[CH:31][CH:30]=4)=[O:27])=[CH:21][CH:20]=3)[N:8]=2)[CH2:3][CH2:2]1. Given the product [N:13]1([C:11]2[N:12]=[C:7]([CH:4]3[CH2:5][CH2:6][O:1][CH2:2][CH2:3]3)[N:8]=[C:9]([C:19]3[CH:24]=[CH:23][C:22]([NH:25][C:26]([NH:28][C:29]4[CH:30]=[CH:31][N:32]=[CH:33][CH:34]=4)=[O:27])=[CH:21][CH:20]=3)[N:10]=2)[CH2:14][CH2:15][O:16][CH2:17][CH2:18]1, predict the reactants needed to synthesize it.